Dataset: Full USPTO retrosynthesis dataset with 1.9M reactions from patents (1976-2016). Task: Predict the reactants needed to synthesize the given product. (1) Given the product [O:1]([CH2:8][C:9]1[N:10]=[C:11]([NH2:14])[S:12][CH:13]=1)[C:2]1[CH:7]=[CH:6][CH:5]=[CH:4][CH:3]=1, predict the reactants needed to synthesize it. The reactants are: [O:1]([CH2:8][C:9]1[N:10]=[C:11]([NH:14]C(=O)C)[S:12][CH:13]=1)[C:2]1[CH:7]=[CH:6][CH:5]=[CH:4][CH:3]=1.Cl. (2) Given the product [Cl:20][C:17]1[CH:18]=[C:19]2[C:14](=[CH:15][CH:16]=1)[N:13]([C:25]1[N:26]=[C:27]([N:37]3[C:46]4[C:41](=[CH:42][CH:43]=[CH:44][CH:45]=4)[CH2:40][CH2:39][CH2:38]3)[N:28]=[C:29]([C:31]3[CH:36]=[CH:35][CH:34]=[CH:33][CH:32]=3)[N:30]=1)[CH:12]=[C:11]2[C:9](=[O:10])[CH2:8][CH2:7][C:6]([OH:5])=[O:21], predict the reactants needed to synthesize it. The reactants are: C[Si](C)(C)CC[O:5][C:6](=[O:21])[CH2:7][CH2:8][C:9]([C:11]1[C:19]2[C:14](=[CH:15][CH:16]=[C:17]([Cl:20])[CH:18]=2)[NH:13][CH:12]=1)=[O:10].Cl[C:25]1[N:30]=[C:29]([C:31]2[CH:36]=[CH:35][CH:34]=[CH:33][CH:32]=2)[N:28]=[C:27]([N:37]2[C:46]3[C:41](=[CH:42][CH:43]=[CH:44][CH:45]=3)[CH2:40][CH2:39][CH2:38]2)[N:26]=1. (3) Given the product [Br-:1].[OH:19][C@@H:13]1[CH:14]2[CH2:17][CH2:18][N+:11]([CH2:2][C:3](=[O:4])[NH:5][C:6]3[CH:10]=[CH:9][O:8][N:7]=3)([CH2:16][CH2:15]2)[CH2:12]1, predict the reactants needed to synthesize it. The reactants are: [Br:1][CH2:2][C:3]([NH:5][C:6]1[CH:10]=[CH:9][O:8][N:7]=1)=[O:4].[N:11]12[CH2:18][CH2:17][CH:14]([CH2:15][CH2:16]1)[C@@H:13]([OH:19])[CH2:12]2.